From a dataset of Experimentally validated miRNA-target interactions with 360,000+ pairs, plus equal number of negative samples. Binary Classification. Given a miRNA mature sequence and a target amino acid sequence, predict their likelihood of interaction. (1) The miRNA is mmu-miR-7018-5p with sequence GUGAGCAGACAGGGAGUGGUGGGG. The protein sequence of the target gene is MACYIYQLPSWVLDDLCRNIDTLSEWDWMQFASYVITDLTQLRKIKSMERVQGVSITRELLWWWSMRQATVQQLVDLLCHLELYRAAQIVLSWKPVPESTSPLPAFPEAVKPGAVATSRRNLKDEQEKVRPVKPRSLLDTGPIMAGAQRQRPCEMDAPCSLKTDAPDSPQSKYCSTSTSAPKQERLLGLPGDRLFWSEADVVQATEDFDQSHRISEGTFADIYQGQRNGVAFAFKKLREVAGSSPGSMDRFLQAEMQLCLRCCHANVLPLLGFCTGRQFHSLIYPYMANGSLHDRLWAQG.... Result: 0 (no interaction). (2) The miRNA is hsa-miR-483-3p with sequence UCACUCCUCUCCUCCCGUCUU. Result: 0 (no interaction). The protein sequence of the target gene is MHKHQHCCKCPECYEVTRLAALRRLEPPGYGDWQVPDPYGPGGGNGASAGYGGYSSQTLPSQAGATPTPRTKAKLIPTGRDVGPVPPKPVPGKSTPKLNGSGPSWWPECTCTNRDWYEQVNGSDGMFKYEEIVLERGNSGLGFSIAGGIDNPHVPDDPGIFITKIIPGGAAAMDGRLGVNDCVLRVNEVDVSEVVHSRAVEALKEAGPVVRLVVRRRQPPPETIMEVNLLKGPKGLGFSIAGGIGNQHIPGDNSIYITKIIEGGAAQKDGRLQIGDRLLAVNNTNLQDVRHEEAVASLKN.... (3) The miRNA is hsa-miR-10a-5p with sequence UACCCUGUAGAUCCGAAUUUGUG. The protein sequence of the target gene is MGLLGILCFLIFLGKTWGQEQTYVISAPKIFRVGASENIVIQVYGYTEAFDATISIKSYPDKKFSYSSGHVHLSSENKFQNSAILTIQPKQLPGGQNPVSYVYLEVVSKHFSKSKRMPITYDNGFLFIHTDKPVYTPDQSVKVRVYSLNDDLKPAKRETVLTFIDPEGSEVDMVEEIDHIGIISFPDFKIPSNPRYGMWTIKAKYKEDFSTTGTAYFEVKEYVLPHFSVSIEPEYNFIGYKNFKNFEITIKARYFYNKVVTEADVYITFGIREDLKDDQKEMMQTAMQNTMLINGIAQVT.... Result: 1 (interaction).